From a dataset of Peptide-MHC class I binding affinity with 185,985 pairs from IEDB/IMGT. Regression. Given a peptide amino acid sequence and an MHC pseudo amino acid sequence, predict their binding affinity value. This is MHC class I binding data. (1) The peptide sequence is GLYNRHRGR. The MHC is HLA-A23:01 with pseudo-sequence HLA-A23:01. The binding affinity (normalized) is 0.0847. (2) The peptide sequence is YAYNSSLLY. The MHC is SLA-20401 with pseudo-sequence SLA-20401. The binding affinity (normalized) is 0.0847. (3) The peptide sequence is GPGHKARVL. The MHC is HLA-B15:03 with pseudo-sequence HLA-B15:03. The binding affinity (normalized) is 0.125. (4) The binding affinity (normalized) is 0.415. The peptide sequence is KYPELKKPI. The MHC is HLA-A23:01 with pseudo-sequence HLA-A23:01. (5) The peptide sequence is FLGKIWPSYK. The MHC is HLA-B07:02 with pseudo-sequence HLA-B07:02. The binding affinity (normalized) is 0.0859.